Dataset: Forward reaction prediction with 1.9M reactions from USPTO patents (1976-2016). Task: Predict the product of the given reaction. (1) Given the reactants [CH:1]1([C:4]2[C:5]([O:14][C@@H:15]3[CH2:20][CH2:19][CH2:18][N:17]([CH2:21][C:22]4[CH:27]=[CH:26][C:25]([Cl:28])=[C:24]([Cl:29])[CH:23]=4)[CH2:16]3)=[CH:6][C:7]([F:13])=[C:8]([CH:12]=2)[C:9](O)=[O:10])[CH2:3][CH2:2]1.C(N=C=NCCCN(C)C)C.[CH3:41][S:42]([NH2:45])(=[O:44])=[O:43], predict the reaction product. The product is: [CH:1]1([C:4]2[C:5]([O:14][C@@H:15]3[CH2:20][CH2:19][CH2:18][N:17]([CH2:21][C:22]4[CH:27]=[CH:26][C:25]([Cl:28])=[C:24]([Cl:29])[CH:23]=4)[CH2:16]3)=[CH:6][C:7]([F:13])=[C:8]([CH:12]=2)[C:9]([NH:45][S:42]([CH3:41])(=[O:44])=[O:43])=[O:10])[CH2:3][CH2:2]1. (2) Given the reactants [Cl:1][C:2]1[N:6]2[CH:7]=[C:8]([CH2:15][CH2:16][CH3:17])[CH:9]=[C:10]([C:11]([F:14])([F:13])[F:12])[C:5]2=[N:4][C:3]=1[C:18](O)=[O:19].Cl.[NH:22]1[CH2:27][CH2:26][CH:25]([N:28]2[CH2:32][CH2:31][O:30][C:29]2=[O:33])[CH2:24][CH2:23]1.C(N(C(C)C)C(C)C)C.F[P-](F)(F)(F)(F)F.CN(C(ON1C2=NC=CC=C2N=N1)=[N+](C)C)C, predict the reaction product. The product is: [Cl:1][C:2]1[N:6]2[CH:7]=[C:8]([CH2:15][CH2:16][CH3:17])[CH:9]=[C:10]([C:11]([F:13])([F:12])[F:14])[C:5]2=[N:4][C:3]=1[C:18]([N:22]1[CH2:23][CH2:24][CH:25]([N:28]2[CH2:32][CH2:31][O:30][C:29]2=[O:33])[CH2:26][CH2:27]1)=[O:19]. (3) Given the reactants [F:1][C:2]1[CH:11]=[C:10]([F:12])[CH:9]=[C:8]2[C:3]=1[C:4]([NH:20][C:21]1[C:26](I)=[CH:25][N:24]=[C:23]([N:28]3[CH2:33][CH2:32][O:31][CH2:30][CH2:29]3)[CH:22]=1)=[C:5]([CH3:19])[C:6]([C:13]1[CH:18]=[CH:17][CH:16]=[CH:15][N:14]=1)=[N:7]2.[C:34]([C:36]1[CH:37]=[C:38](B(O)O)[CH:39]=[N:40][CH:41]=1)#[N:35].C1(P(C2CCCCC2)C2CCCCC2)CCCCC1.[O-]P([O-])([O-])=O.[K+].[K+].[K+], predict the reaction product. The product is: [F:1][C:2]1[CH:11]=[C:10]([F:12])[CH:9]=[C:8]2[C:3]=1[C:4]([NH:20][C:21]1[CH:22]=[C:23]([N:28]3[CH2:33][CH2:32][O:31][CH2:30][CH2:29]3)[N:24]=[CH:25][C:26]=1[C:38]1[CH:39]=[N:40][CH:41]=[C:36]([C:34]#[N:35])[CH:37]=1)=[C:5]([CH3:19])[C:6]([C:13]1[CH:18]=[CH:17][CH:16]=[CH:15][N:14]=1)=[N:7]2. (4) Given the reactants [Cl:1][C:2]1[CH:7]=[CH:6][N:5]=[C:4]([O:8]C)[C:3]=1[C:10]1[NH:28][C:13]2=[CH:14][C:15]3[C:16](=[O:27])[N:17]([CH2:22][C@@H:23]([OH:26])[CH2:24][OH:25])[C:18](=[O:21])[C:19]=3[CH:20]=[C:12]2[N:11]=1.Cl, predict the reaction product. The product is: [Cl:1][C:2]1[CH:7]=[CH:6][NH:5][C:4](=[O:8])[C:3]=1[C:10]1[NH:11][C:12]2=[CH:20][C:19]3[C:18](=[O:21])[N:17]([CH2:22][C@@H:23]([OH:26])[CH2:24][OH:25])[C:16](=[O:27])[C:15]=3[CH:14]=[C:13]2[N:28]=1. (5) Given the reactants [OH:1][C:2]1[CH:9]=[CH:8][C:5]([CH:6]=[CH2:7])=[CH:4][CH:3]=1.[O:10]1[CH:16]2[CH:11]1[CH2:12][CH:13]([CH2:17][O:18][C:19](=[O:23])[C:20]([CH3:22])=[CH2:21])[CH2:14][CH2:15]2.[CH2:24]=[CH:25][C:26]1[CH:31]=[CH:30][CH:29]=[CH:28][CH:27]=1.N(C(C)(C)C#N)=NC(C)(C)C#N, predict the reaction product. The product is: [OH:1][C:2]1[CH:9]=[CH:8][C:5]([CH:6]=[CH2:7])=[CH:4][CH:3]=1.[O:10]1[CH:16]2[CH:11]1[CH2:12][CH:13]([CH2:17][O:18][C:19](=[O:23])[C:20]([CH3:22])=[CH2:21])[CH2:14][CH2:15]2.[CH2:24]=[CH:25][C:26]1[CH:31]=[CH:30][CH:29]=[CH:28][CH:27]=1. (6) Given the reactants [F:1][C:2]([F:27])([F:26])[C:3]1[CH:4]=[C:5]([NH:9][C:10]([C:12]2[CH:13]=[C:14]3[C:19](=[CH:20][CH:21]=2)[C:18]([N:22]([CH3:24])[CH3:23])=[N:17][N:16]=[C:15]3I)=[O:11])[CH:6]=[CH:7][CH:8]=1.[C:28]([Cu])#[N:29], predict the reaction product. The product is: [F:1][C:2]([F:27])([F:26])[C:3]1[CH:4]=[C:5]([NH:9][C:10]([C:12]2[CH:13]=[C:14]3[C:19](=[CH:20][CH:21]=2)[C:18]([N:22]([CH3:24])[CH3:23])=[N:17][N:16]=[C:15]3[C:28]#[N:29])=[O:11])[CH:6]=[CH:7][CH:8]=1. (7) Given the reactants [CH3:1][O:2][C:3]1[CH:8]=[CH:7][C:6]([S:9]([NH:12][CH:13]([C:15]2[CH:20]=[C:19]([F:21])[CH:18]=[CH:17][C:16]=2[C:22]2[CH:27]=[CH:26][C:25]([F:28])=[CH:24][C:23]=2F)[CH3:14])(=[O:11])=[O:10])=[CH:5][CH:4]=1.C(=O)([O-])[O-].[K+].[K+], predict the reaction product. The product is: [F:28][C:25]1[CH:26]=[CH:27][C:22]2[C:16]3[C:15]([CH:13]([CH3:14])[N:12]([S:9]([C:6]4[CH:5]=[CH:4][C:3]([O:2][CH3:1])=[CH:8][CH:7]=4)(=[O:10])=[O:11])[C:23]=2[CH:24]=1)=[CH:20][C:19]([F:21])=[CH:18][CH:17]=3.